Dataset: Reaction yield outcomes from USPTO patents with 853,638 reactions. Task: Predict the reaction yield, written as a fraction of the theoretical maximum amount of product (1.0 means a 100% yield; for example, 0.34 means a 34% yield). (1) The reactants are [O-]P([O-])([O-])=O.[K+].[K+].[K+].[CH2:9]([NH2:16])[C:10]1[CH:15]=[CH:14][CH:13]=[CH:12][CH:11]=1.I[C:18]1[CH:26]=[CH:25][CH:24]=[CH:23][C:19]=1[C:20]([OH:22])=[O:21].C(O)CO. The catalyst is [Cu]I.CC(O)C. The product is [CH2:9]([NH:16][C:18]1[CH:26]=[CH:25][CH:24]=[CH:23][C:19]=1[C:20]([OH:22])=[O:21])[C:10]1[CH:15]=[CH:14][CH:13]=[CH:12][CH:11]=1. The yield is 0.710. (2) The reactants are [CH3:1][CH:2]([CH3:25])[C:3](=O)[C:4]#[C:5][C:6]1[CH:7]=[CH:8][C:9]2[N:10]([C:12]([CH2:15][NH:16][C:17](=[O:23])[O:18][C:19]([CH3:22])([CH3:21])[CH3:20])=[N:13][N:14]=2)[N:11]=1.[NH2:26]OS(O)(=O)=O.C(=O)(O)[O-].[Na+].[SH-:37].[Na+]. The catalyst is O.O1CCOCC1. The product is [CH:2]([C:3]1[CH:4]=[C:5]([C:6]2[CH:7]=[CH:8][C:9]3[N:10]([C:12]([CH2:15][NH:16][C:17](=[O:23])[O:18][C:19]([CH3:22])([CH3:21])[CH3:20])=[N:13][N:14]=3)[N:11]=2)[S:37][N:26]=1)([CH3:25])[CH3:1]. The yield is 0.225. (3) The reactants are [CH2:1]([C:3]1([CH2:26][CH2:27][OH:28])[C:8]2[NH:9][C:10]3[C:15]([C:7]=2[CH2:6][CH2:5][O:4]1)=[CH:14][C:13](/[CH:16]=[CH:17]/[C:18]([O:20][CH2:21][CH3:22])=[O:19])=[CH:12][C:11]=3[CH:23]([CH3:25])[CH3:24])[CH3:2].[H][H]. The catalyst is Cl.CCO.[Pd]. The product is [CH2:1]([C:3]1([CH2:26][CH2:27][OH:28])[C:8]2[NH:9][C:10]3[C:15]([C:7]=2[CH2:6][CH2:5][O:4]1)=[CH:14][C:13]([CH2:16][CH2:17][C:18]([O:20][CH2:21][CH3:22])=[O:19])=[CH:12][C:11]=3[CH:23]([CH3:24])[CH3:25])[CH3:2]. The yield is 0.380. (4) The reactants are [Br:1][C:2]1[N:7]=[CH:6][C:5]([NH2:8])=[C:4]([NH:9][CH:10]([CH3:12])[CH3:11])[CH:3]=1.C(N(CC)CC)C.[CH3:20][O:21][CH2:22][C:23](Cl)=[O:24]. The catalyst is ClCCl.O. The product is [Br:1][C:2]1[N:7]=[CH:6][C:5]([NH:8][C:23](=[O:24])[CH2:22][O:21][CH3:20])=[C:4]([NH:9][CH:10]([CH3:12])[CH3:11])[CH:3]=1. The yield is 1.00. (5) The reactants are Br[C:2]1[CH:7]=[C:6]([CH2:8][N:9]2[C:17](=[O:18])[C:16]3[C:11](=[CH:12][CH:13]=[CH:14][CH:15]=3)[C:10]2=[O:19])[C:5]([F:20])=[CH:4][N:3]=1.[CH3:21][N:22]1[C:26](B2OC(C)(C)C(C)(C)O2)=[CH:25][C:24]([C:36]([F:39])([F:38])[F:37])=[N:23]1.C(=O)([O-])[O-].[K+].[K+]. The catalyst is C1C=CC(P(C2C=CC=CC=2)[C-]2C=CC=C2)=CC=1.C1C=CC(P(C2C=CC=CC=2)[C-]2C=CC=C2)=CC=1.Cl[Pd]Cl.[Fe+2].O1CCOCC1. The product is [F:20][C:5]1[C:6]([CH2:8][N:9]2[C:17](=[O:18])[C:16]3[C:11](=[CH:12][CH:13]=[CH:14][CH:15]=3)[C:10]2=[O:19])=[CH:7][C:2]([C:26]2[N:22]([CH3:21])[N:23]=[C:24]([C:36]([F:39])([F:38])[F:37])[CH:25]=2)=[N:3][CH:4]=1. The yield is 0.280. (6) The reactants are Br[C:2]1[C:3]([N:24]2[CH2:29][CH2:28][CH2:27][C@@H:26]([NH:30][C:31]([O:33][C:34]([CH3:37])([CH3:36])[CH3:35])=[O:32])[CH2:25]2)=[C:4]2[C:10]([NH:11][C:12](=[O:16])[CH:13]([CH3:15])[CH3:14])=[CH:9][N:8]([C:17]([O:19][C:20]([CH3:23])([CH3:22])[CH3:21])=[O:18])[C:5]2=[N:6][CH:7]=1.[CH:38]1(B(O)O)[CH2:40][CH2:39]1.[O-]P([O-])([O-])=O.[K+].[K+].[K+].P(C1CCCCC1)(C1CCCCC1)C1CCCCC1. The catalyst is CC([O-])=O.CC([O-])=O.[Pd+2].CC#N.O.C1(C)C=CC=CC=1. The product is [C:34]([O:33][C:31]([NH:30][C@@H:26]1[CH2:27][CH2:28][CH2:29][N:24]([C:3]2[C:2]([CH:38]3[CH2:40][CH2:39]3)=[CH:7][N:6]=[C:5]3[N:8]([C:17]([O:19][C:20]([CH3:23])([CH3:22])[CH3:21])=[O:18])[CH:9]=[C:10]([NH:11][C:12](=[O:16])[CH:13]([CH3:15])[CH3:14])[C:4]=23)[CH2:25]1)=[O:32])([CH3:37])([CH3:35])[CH3:36]. The yield is 0.470.